From a dataset of Catalyst prediction with 721,799 reactions and 888 catalyst types from USPTO. Predict which catalyst facilitates the given reaction. (1) Product: [ClH:1].[F:33][C:31]1[CH:30]=[C:5]([CH:4]=[C:3]([F:2])[CH:32]=1)[CH2:6][C@H:7]([NH:26][C:27](=[O:29])[CH3:28])[C@H:8]([OH:25])[CH2:9][NH:10][C@@H:11]1[C:20]2[C:15](=[CH:16][CH:17]=[C:18]([CH2:21][CH:22]([CH3:23])[CH3:24])[CH:19]=2)[O:14][CH2:13][CH2:12]1. Reactant: [ClH:1].[F:2][C:3]1[CH:4]=[C:5]([CH:30]=[C:31]([F:33])[CH:32]=1)[CH2:6][C@H:7]([NH:26][C:27](=[O:29])[CH3:28])[C@H:8]([OH:25])[CH2:9][NH:10][C@@H:11]1[C:20]2[C:15](=[CH:16][CH:17]=[C:18]([CH2:21][CH:22]([CH3:24])[CH3:23])[CH:19]=2)[O:14][CH2:13][CH2:12]1. The catalyst class is: 5. (2) Reactant: [F-].[K+].C1OCCOCCOCCOCCOCCOC1.[CH3:21][O:22][C:23]1[CH:28]=[CH:27][C:26]([C@H:29]([N:31]2[C:35](=[O:36])[CH2:34][C@@H:33]([CH:37]=[O:38])[CH2:32]2)[CH3:30])=[CH:25][CH:24]=1.[F:39][CH:40]([Si](C)(C)C)[F:41].Cl. Product: [F:39][CH:40]([F:41])[CH:37]([CH:33]1[CH2:32][N:31]([C@@H:29]([C:26]2[CH:27]=[CH:28][C:23]([O:22][CH3:21])=[CH:24][CH:25]=2)[CH3:30])[C:35](=[O:36])[CH2:34]1)[OH:38]. The catalyst class is: 238. (3) Reactant: CCN(C(C)C)C(C)C.[CH2:10]([OH:15])[CH2:11][CH:12]([OH:14])[CH3:13].[C:16](Cl)(=[O:18])[CH3:17]. Product: [OH:14][CH:12]([CH3:13])[CH2:11][CH2:10][O:15][C:16](=[O:18])[CH3:17]. The catalyst class is: 2. (4) Reactant: [CH3:1][C:2]1[NH:3][C:4]2[C:9]([C:10]=1[CH:11]1[CH2:16][CH2:15][N:14]([CH3:17])[CH2:13][CH2:12]1)=[CH:8][C:7]([OH:18])=[CH:6][CH:5]=2.[C:19]1([S:25](Cl)(=[O:27])=[O:26])[CH:24]=[CH:23][CH:22]=[CH:21][CH:20]=1.[OH-].[Na+]. Product: [CH3:1][C:2]1[NH:3][C:4]2[C:9]([C:10]=1[CH:11]1[CH2:16][CH2:15][N:14]([CH3:17])[CH2:13][CH2:12]1)=[CH:8][C:7]([O:18][S:25]([C:19]1[CH:24]=[CH:23][CH:22]=[CH:21][CH:20]=1)(=[O:27])=[O:26])=[CH:6][CH:5]=2. The catalyst class is: 1. (5) Reactant: I[C:2]1[CH:3]=[CH:4][C:5]2[N:6]([CH:8]=[C:9]([NH:11][C:12](=[O:26])[C:13]3[CH:18]=[CH:17][C:16]([C:19]([CH3:25])([CH3:24])[CH2:20][CH2:21][C:22]#[N:23])=[CH:15][CH:14]=3)[N:10]=2)[CH:7]=1.[NH:27]1[CH:31]=[CH:30][N:29]=[CH:28]1.C(=O)([O-])[O-].[K+].[K+]. Product: [C:22]([CH2:21][CH2:20][C:19]([C:16]1[CH:17]=[CH:18][C:13]([C:12]([NH:11][C:9]2[N:10]=[C:5]3[CH:4]=[CH:3][C:2]([N:27]4[CH:31]=[CH:30][N:29]=[CH:28]4)=[CH:7][N:6]3[CH:8]=2)=[O:26])=[CH:14][CH:15]=1)([CH3:25])[CH3:24])#[N:23]. The catalyst class is: 3. (6) The catalyst class is: 1. Product: [F:22][C:16]1[CH:15]=[C:14]([CH:19]=[CH:18][C:17]=1[O:20][CH3:21])[CH2:13][CH:12]1[C:4]2=[N:5][C:6]3[CH:11]=[CH:10][CH:9]=[CH:8][C:7]=3[N:3]2[C:24](=[O:25])[NH:23]1. Reactant: N#N.[NH:3]1[C:7]2[CH:8]=[CH:9][CH:10]=[CH:11][C:6]=2[N:5]=[C:4]1[CH:12]([NH2:23])[CH2:13][C:14]1[CH:19]=[CH:18][C:17]([O:20][CH3:21])=[C:16]([F:22])[CH:15]=1.[C:24](N1C=CN=C1)(N1C=CN=C1)=[O:25].O. (7) Reactant: [C:1]([OH:4])(=[O:3])[CH3:2].[CH2:5]=[O:6].[CH3:7][OH:8].O=O. Product: [C:1]([OH:4])(=[O:3])[CH:2]=[CH2:5].[C:5]([O:8][CH3:7])(=[O:6])[CH:1]=[CH2:2]. The catalyst class is: 6. (8) Reactant: [C:1]([O:5][C:6](=[O:33])[N:7]([C:17]1[S:21][N:20]=[C:19]([C:22]2[CH:27]=[CH:26][CH:25]=[C:24]([O:28][C:29]([F:32])([F:31])[F:30])[CH:23]=2)[N:18]=1)CC1C=CC(OC)=CC=1)([CH3:4])([CH3:3])[CH3:2].O. Product: [C:1]([O:5][C:6](=[O:33])[NH:7][C:17]1[S:21][N:20]=[C:19]([C:22]2[CH:27]=[CH:26][CH:25]=[C:24]([O:28][C:29]([F:31])([F:32])[F:30])[CH:23]=2)[N:18]=1)([CH3:4])([CH3:2])[CH3:3]. The catalyst class is: 115.